This data is from Full USPTO retrosynthesis dataset with 1.9M reactions from patents (1976-2016). The task is: Predict the reactants needed to synthesize the given product. (1) Given the product [F:11][C:12]1[CH:13]=[CH:14][CH:15]=[C:16]2[C:20]=1[N:19]([CH2:30][C:31]1[O:32][C:33]([C:36]([F:39])([F:38])[F:37])=[CH:34][CH:35]=1)[C:18](=[O:21])[C:17]2=[O:22], predict the reactants needed to synthesize it. The reactants are: BrC1C=CC=C2C=1C=CN2.[F:11][C:12]1[CH:13]=[CH:14][CH:15]=[C:16]2[C:20]=1[NH:19][C:18](=[O:21])[C:17]2=[O:22].BrCCCCC.Br[CH2:30][C:31]1[O:32][C:33]([C:36]([F:39])([F:38])[F:37])=[CH:34][CH:35]=1. (2) Given the product [F:1][C:2]([F:36])([F:35])[C:3]1[CH:4]=[C:5]([CH:28]=[C:29]([C:31]([F:34])([F:33])[F:32])[CH:30]=1)[CH2:6][N:7]1[CH2:14][CH2:13][CH2:12][O:11][C:10]2[N:15]=[C:16]([N:46]3[CH2:45][CH2:44][CH:43]([N:39]4[CH2:40][CH2:41][CH2:42][C:38]4=[O:37])[CH2:48][CH2:47]3)[CH:17]=[C:18]([C:19]3[CH:24]=[CH:23][C:22]([F:25])=[CH:21][CH:20]=3)[C:9]=2[C:8]1=[O:27], predict the reactants needed to synthesize it. The reactants are: [F:1][C:2]([F:36])([F:35])[C:3]1[CH:4]=[C:5]([CH:28]=[C:29]([C:31]([F:34])([F:33])[F:32])[CH:30]=1)[CH2:6][N:7]1[CH2:14][CH2:13][CH2:12][O:11][C:10]2[N:15]=[C:16](Cl)[CH:17]=[C:18]([C:19]3[CH:24]=[CH:23][C:22]([F:25])=[CH:21][CH:20]=3)[C:9]=2[C:8]1=[O:27].[O:37]=[C:38]1[CH2:42][CH2:41][CH2:40][N:39]1[CH:43]1[CH2:48][CH2:47][NH:46][CH2:45][CH2:44]1. (3) Given the product [C:55]1(/[C:61](/[C:71]2[CH:94]=[CH:93][C:74]([O:75][CH2:76][CH2:77][N:78]([CH3:92])[CH2:79][CH2:80][O:81][CH2:82][CH2:83][O:84][CH2:85][CH2:86][O:87][CH2:88][C:89](=[O:90])[NH:26][C@@H:27]([CH:52]([CH3:54])[CH3:53])[C:28]([N:30]3[CH2:34][C@H:33]([OH:35])[CH2:32][C@H:31]3[C:36]([NH:38][CH2:39][C:40]3[CH:45]=[CH:44][C:43]([C:46]4[S:50][CH:49]=[N:48][C:47]=4[CH3:51])=[CH:42][CH:41]=3)=[O:37])=[O:29])=[CH:73][CH:72]=2)=[C:62](/[C:65]2[CH:70]=[CH:69][CH:68]=[CH:67][CH:66]=2)\[CH2:63][CH3:64])[CH:60]=[CH:59][CH:58]=[CH:57][CH:56]=1, predict the reactants needed to synthesize it. The reactants are: CN(C(ON1N=NC2C=CC=NC1=2)=[N+](C)C)C.F[P-](F)(F)(F)(F)F.Cl.[NH2:26][C@@H:27]([CH:52]([CH3:54])[CH3:53])[C:28]([N:30]1[CH2:34][C@H:33]([OH:35])[CH2:32][C@H:31]1[C:36]([NH:38][CH2:39][C:40]1[CH:45]=[CH:44][C:43]([C:46]2[S:50][CH:49]=[N:48][C:47]=2[CH3:51])=[CH:42][CH:41]=1)=[O:37])=[O:29].[C:55]1(/[C:61](/[C:71]2[CH:94]=[CH:93][C:74]([O:75][CH2:76][CH2:77][N:78]([CH3:92])[CH2:79][CH2:80][O:81][CH2:82][CH2:83][O:84][CH2:85][CH2:86][O:87][CH2:88][C:89](O)=[O:90])=[CH:73][CH:72]=2)=[C:62](/[C:65]2[CH:70]=[CH:69][CH:68]=[CH:67][CH:66]=2)\[CH2:63][CH3:64])[CH:60]=[CH:59][CH:58]=[CH:57][CH:56]=1.CCN(C(C)C)C(C)C. (4) Given the product [O:1]([C:8]1[CH:26]=[CH:25][CH:24]=[CH:23][C:9]=1[CH2:10][O:11][C:12]12[CH2:18][C:15]([CH2:19][OH:20])([CH2:16][CH2:17]1)[CH2:14][CH2:13]2)[C:2]1[CH:3]=[CH:4][CH:5]=[CH:6][CH:7]=1, predict the reactants needed to synthesize it. The reactants are: [O:1]([C:8]1[CH:26]=[CH:25][CH:24]=[CH:23][C:9]=1[CH2:10][O:11][C:12]12[CH2:18][C:15]([C:19](OC)=[O:20])([CH2:16][CH2:17]1)[CH2:14][CH2:13]2)[C:2]1[CH:7]=[CH:6][CH:5]=[CH:4][CH:3]=1.[H-].[H-].[H-].[H-].[Li+].[Al+3]. (5) The reactants are: CS([O:5][CH2:6][C:7]1[CH:12]=[CH:11][C:10]([CH:13]2[CH2:18][CH2:17][N:16]([C:19]([O:21][C:22]([CH3:25])([CH3:24])[CH3:23])=[O:20])[CH2:15][CH2:14]2)=[CH:9][N:8]=1)(=O)=O.[S:26]([C:30]1[CH:35]=[CH:34][C:33]([O-])=[CH:32][CH:31]=1)(=[O:29])(=[O:28])[NH2:27].[K+].[Cl-].[NH4+]. Given the product [S:26]([C:30]1[CH:35]=[CH:34][C:33]([O:5][CH2:6][C:7]2[CH:12]=[CH:11][C:10]([CH:13]3[CH2:14][CH2:15][N:16]([C:19]([O:21][C:22]([CH3:25])([CH3:24])[CH3:23])=[O:20])[CH2:17][CH2:18]3)=[CH:9][N:8]=2)=[CH:32][CH:31]=1)(=[O:29])(=[O:28])[NH2:27], predict the reactants needed to synthesize it. (6) Given the product [C:35]([NH:34][C:18]1[S:19][C:20]([C:21]([NH:23][CH2:24][C:25]2[CH:26]=[CH:27][C:28]([N+:31]([O-:33])=[O:32])=[CH:29][CH:30]=2)=[O:22])=[C:16]([CH2:15][CH2:14][C:11]2[CH:10]=[CH:9][C:8]([NH2:7])=[CH:13][CH:12]=2)[N:17]=1)(=[O:37])[CH3:36], predict the reactants needed to synthesize it. The reactants are: C(OC(=O)[NH:7][C:8]1[CH:13]=[CH:12][C:11]([CH2:14][CH2:15][C:16]2[N:17]=[C:18]([NH:34][C:35](=[O:37])[CH3:36])[S:19][C:20]=2[C:21]([NH:23][CH2:24][C:25]2[CH:30]=[CH:29][C:28]([N+:31]([O-:33])=[O:32])=[CH:27][CH:26]=2)=[O:22])=[CH:10][CH:9]=1)(C)(C)C.C(O)(C(F)(F)F)=O.